Dataset: Peptide-MHC class I binding affinity with 185,985 pairs from IEDB/IMGT. Task: Regression. Given a peptide amino acid sequence and an MHC pseudo amino acid sequence, predict their binding affinity value. This is MHC class I binding data. (1) The peptide sequence is FLLDYEGTL. The MHC is HLA-A02:19 with pseudo-sequence HLA-A02:19. The binding affinity (normalized) is 1.00. (2) The peptide sequence is YQYGDNLIL. The MHC is HLA-A31:01 with pseudo-sequence HLA-A31:01. The binding affinity (normalized) is 0.0847. (3) The peptide sequence is YLIPFIWFV. The MHC is HLA-A02:12 with pseudo-sequence HLA-A02:12. The binding affinity (normalized) is 0.437. (4) The peptide sequence is AQLYAYAGF. The MHC is HLA-A02:01 with pseudo-sequence HLA-A02:01. The binding affinity (normalized) is 0.0847. (5) The peptide sequence is IFMLQKCDL. The MHC is HLA-A02:06 with pseudo-sequence HLA-A02:06. The binding affinity (normalized) is 0.384. (6) The peptide sequence is TEANAGQFL. The MHC is HLA-B39:01 with pseudo-sequence HLA-B39:01. The binding affinity (normalized) is 0.0847. (7) The peptide sequence is ITMIPHYYY. The MHC is HLA-B08:01 with pseudo-sequence HLA-B08:01. The binding affinity (normalized) is 0.0637. (8) The peptide sequence is LSHISLSLV. The MHC is H-2-Db with pseudo-sequence H-2-Db. The binding affinity (normalized) is 0.132. (9) The peptide sequence is REGVFVFNGT. The MHC is HLA-B40:02 with pseudo-sequence HLA-B40:02. The binding affinity (normalized) is 0.481.